From a dataset of Full USPTO retrosynthesis dataset with 1.9M reactions from patents (1976-2016). Predict the reactants needed to synthesize the given product. Given the product [F:22][CH:2]([F:1])[C:3]1[C:8]([C:9]([O:11][CH3:12])=[O:10])=[C:7]([CH2:13][CH:14]([CH3:16])[CH3:15])[C:6]([S:17][CH:24]2[CH2:25][CH2:26][CH2:27][O:23]2)=[C:5]([C:18]([F:21])([F:20])[F:19])[N:4]=1, predict the reactants needed to synthesize it. The reactants are: [F:1][CH:2]([F:22])[C:3]1[C:8]([C:9]([O:11][CH3:12])=[O:10])=[C:7]([CH2:13][CH:14]([CH3:16])[CH3:15])[C:6]([SH:17])=[C:5]([C:18]([F:21])([F:20])[F:19])[N:4]=1.[O:23]1[CH:27]=[CH:26][CH2:25][CH2:24]1.